Dataset: Peptide-MHC class II binding affinity with 134,281 pairs from IEDB. Task: Regression. Given a peptide amino acid sequence and an MHC pseudo amino acid sequence, predict their binding affinity value. This is MHC class II binding data. (1) The peptide sequence is PSPSMGRDIKVQFQS. The MHC is HLA-DPA10201-DPB11401 with pseudo-sequence HLA-DPA10201-DPB11401. The binding affinity (normalized) is 0.0743. (2) The peptide sequence is GKTVWFVPSIKAGND. The MHC is DRB1_0401 with pseudo-sequence DRB1_0401. The binding affinity (normalized) is 0.658. (3) The binding affinity (normalized) is 0.526. The peptide sequence is VLNRKTFEREYPTIK. The MHC is DRB3_0202 with pseudo-sequence DRB3_0202. (4) The peptide sequence is GKKKYKLKHIVWASREL. The MHC is HLA-DPA10103-DPB10301 with pseudo-sequence HLA-DPA10103-DPB10301. The binding affinity (normalized) is 0.504.